From a dataset of Forward reaction prediction with 1.9M reactions from USPTO patents (1976-2016). Predict the product of the given reaction. (1) The product is: [OH:9][C:7]1[C:3]2[S:4][CH:5]=[CH:6][C:2]=2[N:1]=[C:15]([C:14]([O:13][CH2:11][CH3:12])=[O:17])[N:16]=1. Given the reactants [NH2:1][C:2]1[CH:6]=[CH:5][S:4][C:3]=1[C:7]([O:9]C)=O.[CH2:11]([O:13][C:14](=[O:17])[C:15]#[N:16])[CH3:12].Cl, predict the reaction product. (2) Given the reactants [CH2:1]([OH:8])[C:2]([NH2:7])([CH2:5][OH:6])[CH2:3][OH:4].C(N([CH2:12][C:13]([OH:15])=[O:14])[CH2:12][C:13]([OH:15])=[O:14])CN([CH2:12][C:13]([OH:15])=[O:14])[CH2:12][C:13]([OH:15])=[O:14], predict the reaction product. The product is: [CH3:12][C:13]([OH:15])=[O:14].[CH2:1]([OH:8])[C:2]([NH2:7])([CH2:5][OH:6])[CH2:3][OH:4]. (3) Given the reactants [OH:1][CH2:2][C@H:3]1[CH2:7][CH2:6][CH2:5][N:4]1[C:8]([O:10][C:11]([CH3:14])([CH3:13])[CH3:12])=[O:9].[F:15][C:16]1[C:24]([O:25][C:26]2[C:35]3[C:30](=[CH:31][C:32](O)=[C:33]([O:36][CH3:37])[CH:34]=3)[N:29]=[CH:28][N:27]=2)=[CH:23][CH:22]=[C:21]2[C:17]=1[CH:18]=[C:19]([CH3:39])[NH:20]2, predict the reaction product. The product is: [F:15][C:16]1[C:24]([O:25][C:26]2[C:35]3[C:30](=[CH:31][C:32]([O:1][CH2:2][C@H:3]4[CH2:7][CH2:6][CH2:5][N:4]4[C:8]([O:10][C:11]([CH3:14])([CH3:13])[CH3:12])=[O:9])=[C:33]([O:36][CH3:37])[CH:34]=3)[N:29]=[CH:28][N:27]=2)=[CH:23][CH:22]=[C:21]2[C:17]=1[CH:18]=[C:19]([CH3:39])[NH:20]2. (4) Given the reactants [Cl:1][C:2]1[N:7]=[CH:6][C:5]([C:8]([NH:10][C:11]2[C:16]3[S:17][C:18]([C:20]([OH:22])=O)=[CH:19][C:15]=3[CH:14]=[CH:13][CH:12]=2)=[O:9])=[CH:4][CH:3]=1.C(Cl)CCl.C1C=CC2N(O)N=NC=2C=1.[NH2:37][C:38]1[C:39]([O:53][CH3:54])=[C:40]([NH:48][S:49]([CH3:52])(=[O:51])=[O:50])[CH:41]=[C:42]([C:44]([CH3:47])([CH3:46])[CH3:45])[CH:43]=1, predict the reaction product. The product is: [C:44]([C:42]1[CH:41]=[C:40]([NH:48][S:49]([CH3:52])(=[O:51])=[O:50])[C:39]([O:53][CH3:54])=[C:38]([NH:37][C:20]([C:18]2[S:17][C:16]3[C:11]([NH:10][C:8](=[O:9])[C:5]4[CH:4]=[CH:3][C:2]([Cl:1])=[N:7][CH:6]=4)=[CH:12][CH:13]=[CH:14][C:15]=3[CH:19]=2)=[O:22])[CH:43]=1)([CH3:47])([CH3:45])[CH3:46].